This data is from CYP2D6 inhibition data for predicting drug metabolism from PubChem BioAssay. The task is: Regression/Classification. Given a drug SMILES string, predict its absorption, distribution, metabolism, or excretion properties. Task type varies by dataset: regression for continuous measurements (e.g., permeability, clearance, half-life) or binary classification for categorical outcomes (e.g., BBB penetration, CYP inhibition). Dataset: cyp2d6_veith. (1) The compound is Cc1ccc(NC(=O)C2CCN(S(=O)(=O)c3c(C)n[nH]c3C)CC2)nc1. The result is 0 (non-inhibitor). (2) The molecule is CC(=O)c1c(O)c(C)c(-c2ccccc2)n(-c2ccccc2)c1=O. The result is 0 (non-inhibitor). (3) The compound is CCCNC(=O)Cn1cnc2sc(C(=O)NCCN(CC)CC)c(C)c2c1=O. The result is 0 (non-inhibitor).